Dataset: Peptide-MHC class II binding affinity with 134,281 pairs from IEDB. Task: Regression. Given a peptide amino acid sequence and an MHC pseudo amino acid sequence, predict their binding affinity value. This is MHC class II binding data. (1) The peptide sequence is PGMAKIPAGELQIID. The MHC is HLA-DPA10103-DPB10401 with pseudo-sequence HLA-DPA10103-DPB10401. The binding affinity (normalized) is 0.0315. (2) The peptide sequence is TGNIVSSVNMISRML. The binding affinity (normalized) is 0.805. The MHC is DRB1_1302 with pseudo-sequence DRB1_1302. (3) The peptide sequence is IAPAVQTNWQKLETFWAKHM. The MHC is DRB1_1101 with pseudo-sequence DRB1_1101. The binding affinity (normalized) is 0.642. (4) The peptide sequence is GELQIGDKIDAAFKI. The MHC is DRB1_0802 with pseudo-sequence DRB1_0802. The binding affinity (normalized) is 0.372. (5) The peptide sequence is HVRVSQPSLILVSQY. The MHC is DRB1_0401 with pseudo-sequence DRB1_0401. The binding affinity (normalized) is 0.400. (6) The peptide sequence is INRQILDNAAKYV. The MHC is DRB1_0401 with pseudo-sequence DRB1_0401. The binding affinity (normalized) is 0.128. (7) The peptide sequence is QGVYMGNLSQSQLAK. The MHC is DRB1_0101 with pseudo-sequence DRB1_0101. The binding affinity (normalized) is 0.980. (8) The peptide sequence is KTLNDETKKQVNLMG. The MHC is DRB1_1101 with pseudo-sequence DRB1_1101. The binding affinity (normalized) is 0.208. (9) The peptide sequence is KGSNPNYLALLVKYVNGDGD. The MHC is DRB1_1602 with pseudo-sequence DRB1_1602. The binding affinity (normalized) is 0.543.